From a dataset of Full USPTO retrosynthesis dataset with 1.9M reactions from patents (1976-2016). Predict the reactants needed to synthesize the given product. Given the product [Cl:1][C:2]1[CH:7]=[CH:6][C:5]([C@H:8]([NH:11][C:12]2[CH:17]=[C:16]([CH:18]=[O:19])[C:15]([F:23])=[CH:14][N:13]=2)[CH2:9][CH3:10])=[CH:4][C:3]=1[CH3:24], predict the reactants needed to synthesize it. The reactants are: [Cl:1][C:2]1[CH:7]=[CH:6][C:5]([C@H:8]([NH:11][C:12]2[CH:17]=[C:16]([CH:18]3OCC[O:19]3)[C:15]([F:23])=[CH:14][N:13]=2)[CH2:9][CH3:10])=[CH:4][C:3]=1[CH3:24].Br.